From a dataset of Peptide-MHC class II binding affinity with 134,281 pairs from IEDB. Regression. Given a peptide amino acid sequence and an MHC pseudo amino acid sequence, predict their binding affinity value. This is MHC class II binding data. (1) The peptide sequence is KNLYEKVKSQLKNNAKEEIGNGC. The MHC is DRB1_0301 with pseudo-sequence DRB1_0301. The binding affinity (normalized) is 0.132. (2) The MHC is HLA-DPA10201-DPB11401 with pseudo-sequence HLA-DPA10201-DPB11401. The peptide sequence is AFKVAACAANAAPAN. The binding affinity (normalized) is 0.788. (3) The peptide sequence is YGVEGTKTPVSPGEM. The MHC is DRB1_1101 with pseudo-sequence DRB1_1101. The binding affinity (normalized) is 0. (4) The peptide sequence is AFKTAATAANAAPAN. The MHC is DRB1_1001 with pseudo-sequence DRB1_1001. The binding affinity (normalized) is 0.890. (5) The peptide sequence is IGITDRDFI. The MHC is HLA-DQA10102-DQB10501 with pseudo-sequence HLA-DQA10102-DQB10501. The binding affinity (normalized) is 0. (6) The peptide sequence is EFSNFKVAFSRSLND. The MHC is DRB3_0101 with pseudo-sequence DRB3_0101. The binding affinity (normalized) is 0.513. (7) The peptide sequence is LGGLWTAVSPHLSPL. The MHC is HLA-DQA10301-DQB10302 with pseudo-sequence HLA-DQA10301-DQB10302. The binding affinity (normalized) is 0.419. (8) The peptide sequence is GVWTFDSEEPLQGPF. The MHC is DRB1_0701 with pseudo-sequence DRB1_0701. The binding affinity (normalized) is 0.431. (9) The peptide sequence is MMIHTLEALDYKECE. The MHC is DRB1_1101 with pseudo-sequence DRB1_1101. The binding affinity (normalized) is 0.413.